From a dataset of Catalyst prediction with 721,799 reactions and 888 catalyst types from USPTO. Predict which catalyst facilitates the given reaction. (1) Reactant: [CH3:1][O:2][C:3]1[CH:11]=[C:10]2[C:6]([C:7]([CH:12]=[O:13])=[N:8][NH:9]2)=[CH:5][CH:4]=1.[C:14](=O)([O-])[O-].[Cs+].[Cs+].IC. Product: [CH3:1][O:2][C:3]1[CH:11]=[C:10]2[C:6]([C:7]([CH:12]=[O:13])=[N:8][N:9]2[CH3:14])=[CH:5][CH:4]=1. The catalyst class is: 58. (2) Reactant: [CH2:1]([N:8]1[C:12]2=[N:13][CH:14]=[C:15]([C:17]([OH:19])=[O:18])[N:16]=[C:11]2[C:10]([C:20]2[CH:29]=[CH:28][C:27]3[C:22](=[CH:23][CH:24]=[CH:25][CH:26]=3)[CH:21]=2)=[N:9]1)[C:2]1[CH:7]=[CH:6][CH:5]=[CH:4][CH:3]=1.[C:30](=O)([O-])[O-].[K+].[K+].CI. Product: [CH3:30][O:18][C:17]([C:15]1[N:16]=[C:11]2[C:10]([C:20]3[CH:29]=[CH:28][C:27]4[C:22](=[CH:23][CH:24]=[CH:25][CH:26]=4)[CH:21]=3)=[N:9][N:8]([CH2:1][C:2]3[CH:3]=[CH:4][CH:5]=[CH:6][CH:7]=3)[C:12]2=[N:13][CH:14]=1)=[O:19]. The catalyst class is: 9. (3) The catalyst class is: 18. Product: [Cl:12][C:10]1[C:9]2[C:4](=[N:5][CH:6]=[CH:7][CH:8]=2)[N:3]=[C:2]([C:16]2[CH:17]=[CH:18][CH:19]=[CH:20][C:15]=2[C:13]([NH2:14])=[O:25])[CH:11]=1. Reactant: Cl[C:2]1[CH:11]=[C:10]([Cl:12])[C:9]2[C:4](=[N:5][CH:6]=[CH:7][CH:8]=2)[N:3]=1.[C:13]([C:15]1[CH:20]=[CH:19][CH:18]=[CH:17][C:16]=1B(O)O)#[N:14].C(=O)(O)[O-:25].[Na+]. (4) The catalyst class is: 6. Reactant: Br[CH2:2][CH:3]1[CH2:6][C:5]2([O:10][CH2:9][CH2:8][O:7]2)[CH2:4]1.[OH-].[Na+].C1C=CC=CC=1. Product: [CH2:2]=[C:3]1[CH2:6][C:5]2([O:10][CH2:9][CH2:8][O:7]2)[CH2:4]1. (5) Reactant: [N+:1]([C:4]1[CH:9]=[CH:8][C:7]([O:10][C:11](=[O:27])[CH2:12][CH2:13][CH2:14][CH2:15][CH2:16][O:17][C:18]2[CH:23]=[CH:22][C:21]([N+:24]([O-])=O)=[CH:20][CH:19]=2)=[CH:6][CH:5]=1)([O-])=O. Product: [NH2:1][C:4]1[CH:9]=[CH:8][C:7]([O:10][C:11](=[O:27])[CH2:12][CH2:13][CH2:14][CH2:15][CH2:16][O:17][C:18]2[CH:19]=[CH:20][C:21]([NH2:24])=[CH:22][CH:23]=2)=[CH:6][CH:5]=1. The catalyst class is: 78. (6) Reactant: [NH:1]1[CH2:4][CH:3]([N:5]2[C:13]3[C:8](=[CH:9][CH:10]=[CH:11][CH:12]=3)[CH:7]([CH2:14][CH2:15][CH2:16][CH2:17][CH2:18][CH2:19][NH:20][C:21]([NH:23][CH2:24][C:25]3[CH:26]=[N:27][CH:28]=[CH:29][CH:30]=3)=[O:22])[CH2:6]2)[CH2:2]1.CCN(CC)CC.[C:38]1(=O)[CH2:42][CH2:41][CH2:40][CH2:39]1.[BH-](OC(C)=O)(OC(C)=O)OC(C)=O.[Na+]. Product: [CH:38]1([N:1]2[CH2:4][CH:3]([N:5]3[C:13]4[C:8](=[CH:9][CH:10]=[CH:11][CH:12]=4)[CH:7]([CH2:14][CH2:15][CH2:16][CH2:17][CH2:18][CH2:19][NH:20][C:21]([NH:23][CH2:24][C:25]4[CH:26]=[N:27][CH:28]=[CH:29][CH:30]=4)=[O:22])[CH2:6]3)[CH2:2]2)[CH2:42][CH2:41][CH2:40][CH2:39]1. The catalyst class is: 467. (7) Reactant: [CH3:1][O:2][C:3]1[CH:12]=[C:11]([O:13][CH3:14])[C:10]([O:15][CH3:16])=[CH:9][C:4]=1[CH:5]=[CH:6][CH:7]=[O:8].C(C1C(=O)C(Cl)=C(Cl)[C:21](=[O:22])C=1C#N)#N.CO. Product: [CH3:1][O:2][C:3]1[CH:12]=[C:11]([O:13][CH3:14])[C:10]([O:15][CH3:16])=[CH:9][C:4]=1[CH:5]=[CH:6][C:7]([O:22][CH3:21])=[O:8]. The catalyst class is: 11. (8) Reactant: [OH:1][C@H:2]1[CH2:6][CH2:5][N:4]([CH:7]2[CH2:12][CH2:11][N:10](C(OCC3C=CC=CC=3)=O)[CH2:9][CH2:8]2)[CH2:3]1.C1CC=CCC=1. Product: [NH:10]1[CH2:11][CH2:12][CH:7]([N:4]2[CH2:5][CH2:6][C@H:2]([OH:1])[CH2:3]2)[CH2:8][CH2:9]1. The catalyst class is: 19. (9) Reactant: [CH2:1]([O:3][C:4]([C:6]1[C:15]2[C:10](=[CH:11][C:12]([C:17]#[C:18][Si](C)(C)C)=[C:13]([CH3:16])[CH:14]=2)[C:9]([CH3:24])([CH3:23])[CH2:8][CH:7]=1)=[O:5])[CH3:2].C(=O)([O-])[O-].[K+].[K+]. Product: [CH2:1]([O:3][C:4]([C:6]1[C:15]2[C:10](=[CH:11][C:12]([C:17]#[CH:18])=[C:13]([CH3:16])[CH:14]=2)[C:9]([CH3:23])([CH3:24])[CH2:8][CH:7]=1)=[O:5])[CH3:2]. The catalyst class is: 8. (10) Reactant: C[N+]([O-:5])(C)C.Br[CH2:7][CH2:8][CH2:9][CH2:10][CH2:11][CH2:12][C:13]#[N:14]. Product: [O:5]=[CH:7][CH2:8][CH2:9][CH2:10][CH2:11][CH2:12][C:13]#[N:14]. The catalyst class is: 549.